From a dataset of Forward reaction prediction with 1.9M reactions from USPTO patents (1976-2016). Predict the product of the given reaction. Given the reactants Cl[C:2]1[C:12]([C:13]#[N:14])=[CH:11][C:5]([C:6]([O:8][CH2:9][CH3:10])=[O:7])=[C:4]([CH3:15])[N+:3]=1[O-:16].[CH2:17]([S:24]([NH:27][C:28]([CH:30]1[CH2:35][CH2:34][NH:33][CH2:32][CH2:31]1)=[O:29])(=[O:26])=[O:25])[C:18]1[CH:23]=[CH:22][CH:21]=[CH:20][CH:19]=1.CCN(C(C)C)C(C)C, predict the reaction product. The product is: [CH2:17]([S:24]([NH:27][C:28]([CH:30]1[CH2:35][CH2:34][N:33]([C:2]2[C:12]([C:13]#[N:14])=[CH:11][C:5]([C:6]([O:8][CH2:9][CH3:10])=[O:7])=[C:4]([CH3:15])[N+:3]=2[O-:16])[CH2:32][CH2:31]1)=[O:29])(=[O:25])=[O:26])[C:18]1[CH:19]=[CH:20][CH:21]=[CH:22][CH:23]=1.